From a dataset of Reaction yield outcomes from USPTO patents with 853,638 reactions. Predict the reaction yield, written as a fraction of the theoretical maximum amount of product (1.0 means a 100% yield; for example, 0.34 means a 34% yield). The reactants are [CH3:1][C:2]1[CH:9]=[C:8]([CH3:10])[C:7]([CH3:11])=[CH:6][C:3]=1[CH:4]=[O:5].[Cl-].[Al+3].[Cl-].[Cl-].[Br:16]Br.O. The catalyst is ClCCl. The product is [Br:16][C:9]1[C:2]([CH3:1])=[C:3]([CH:6]=[C:7]([CH3:11])[C:8]=1[CH3:10])[CH:4]=[O:5]. The yield is 1.00.